Dataset: Full USPTO retrosynthesis dataset with 1.9M reactions from patents (1976-2016). Task: Predict the reactants needed to synthesize the given product. (1) The reactants are: [CH3:1][C:2]1[CH:7]=[C:6]([O:8][C@@H:9]2[CH2:13][CH2:12][O:11][CH2:10]2)[CH:5]=[C:4]([CH3:14])[C:3]=1[C:15]1[CH:20]=[CH:19][CH:18]=[C:17]([CH2:21][O:22][C:23]2[CH:36]=[CH:35][C:26]3[C@H:27]([CH2:30][C:31]([O:33]C)=[O:32])[CH2:28][O:29][C:25]=3[CH:24]=2)[CH:16]=1.[OH-].[Na+]. Given the product [CH3:14][C:4]1[CH:5]=[C:6]([O:8][C@@H:9]2[CH2:13][CH2:12][O:11][CH2:10]2)[CH:7]=[C:2]([CH3:1])[C:3]=1[C:15]1[CH:20]=[CH:19][CH:18]=[C:17]([CH2:21][O:22][C:23]2[CH:36]=[CH:35][C:26]3[C@H:27]([CH2:30][C:31]([OH:33])=[O:32])[CH2:28][O:29][C:25]=3[CH:24]=2)[CH:16]=1, predict the reactants needed to synthesize it. (2) Given the product [C:29]([N:18]1[C:17](=[O:33])[C:16]([NH:15][C:12]2[CH:13]=[CH:14][C:9]([OH:8])=[CH:10][CH:11]=2)=[C:20]([C:21]2[CH:26]=[CH:25][CH:24]=[CH:23][CH:22]=2)[S:19]1(=[O:27])=[O:28])([CH3:32])([CH3:30])[CH3:31], predict the reactants needed to synthesize it. The reactants are: C([O:8][C:9]1[CH:14]=[CH:13][C:12]([NH:15][C:16]2[C:17](=[O:33])[N:18]([C:29]([CH3:32])([CH3:31])[CH3:30])[S:19](=[O:28])(=[O:27])[C:20]=2[C:21]2[CH:26]=[CH:25][CH:24]=[CH:23][CH:22]=2)=[CH:11][CH:10]=1)C1C=CC=CC=1.B(F)(F)F.CCOCC.CSC.